Predict the reaction yield, written as a fraction of the theoretical maximum amount of product (1.0 means a 100% yield; for example, 0.34 means a 34% yield). From a dataset of Reaction yield outcomes from USPTO patents with 853,638 reactions. (1) The yield is 0.680. The product is [NH2:25][C:24]1[CH:26]=[CH:27][C:28]([S:30]([NH:7][O:6][CH:1]2[CH2:2][CH2:3][CH2:4][CH2:5]2)(=[O:32])=[O:31])=[CH:29][C:23]=1[N+:20]([O-:22])=[O:21]. The reactants are [CH:1]1([O:6][N:7]2C(=O)C3C(=CC=CC=3)C2=O)[CH2:5][CH2:4][CH2:3][CH2:2]1.NN.[N+:20]([C:23]1[CH:29]=[C:28]([S:30](Cl)(=[O:32])=[O:31])[CH:27]=[CH:26][C:24]=1[NH2:25])([O-:22])=[O:21].C(N(CC)C(C)C)(C)C. The catalyst is O1CCCC1.OS([O-])(=O)=O.[Na+].ClCCl. (2) The catalyst is CO. The yield is 0.860. The reactants are [CH3:1][O-:2].[Na+].[CH2:4]([O:6][CH:7]([O:10][CH2:11][CH3:12])[C:8]#[N:9])[CH3:5]. The product is [CH2:4]([O:6][CH:7]([O:10][CH2:11][CH3:12])[C:8](=[NH:9])[O:2][CH3:1])[CH3:5]. (3) The reactants are [Br:1][C:2]1[CH:7]=[CH:6][C:5]([CH:8]([C:13]2[CH:18]=[CH:17][CH:16]=[CH:15][C:14]=2[CH3:19])[CH2:9][C:10](O)=[O:11])=[CH:4][CH:3]=1.C(N1C=CN=C1)(N1C=CN=C1)=O.Cl.[CH3:33][NH:34][O:35][CH3:36]. The product is [Br:1][C:2]1[CH:7]=[CH:6][C:5]([CH:8]([C:13]2[CH:18]=[CH:17][CH:16]=[CH:15][C:14]=2[CH3:19])[CH2:9][C:10]([N:34]([O:35][CH3:36])[CH3:33])=[O:11])=[CH:4][CH:3]=1. The yield is 0.880. The catalyst is ClCCl. (4) The reactants are [CH:1]1([N:6]2[C:14]3[CH:13]=[C:12]([C:15]4[CH:20]=[CH:19][CH:18]=[C:17](CO)[CH:16]=4)[CH:11]=[C:10]([C:23]([NH:25][CH2:26][C:27]4[C:28](=[O:35])[NH:29][C:30](C)=[CH:31][C:32]=4[CH3:33])=[O:24])[C:9]=3[CH:8]=[N:7]2)[CH2:5][CH2:4][CH2:3][CH2:2]1.[C:36]1(P(C2C=CC=CC=2)C2C=CC=CC=2)C=CC=CC=1.[C:55]([Br:59])(Br)(Br)Br.O. The catalyst is C(Cl)Cl. The product is [Br:59][CH2:55][C:17]1[CH:16]=[C:15]([C:12]2[CH:11]=[C:10]([C:23]([NH:25][CH2:26][C:27]3[C:28](=[O:35])[N:29]([CH3:36])[CH:30]=[CH:31][C:32]=3[CH3:33])=[O:24])[C:9]3[CH:8]=[N:7][N:6]([CH:1]4[CH2:5][CH2:4][CH2:3][CH2:2]4)[C:14]=3[CH:13]=2)[CH:20]=[CH:19][CH:18]=1. The yield is 0.741. (5) The reactants are N.[CH3:2][O:3][C:4]1[CH:5]=[C:6]2[C:11](=[CH:12][C:13]=1[O:14][CH2:15][CH:16]1[CH2:21][CH2:20][N:19]([CH3:22])[CH2:18][CH2:17]1)[N:10]=[CH:9][N:8](COC(=O)C(C)(C)C)[C:7]2=[O:31]. The catalyst is CO.C(Cl)Cl. The product is [CH3:2][O:3][C:4]1[CH:5]=[C:6]2[C:11](=[CH:12][C:13]=1[O:14][CH2:15][CH:16]1[CH2:21][CH2:20][N:19]([CH3:22])[CH2:18][CH2:17]1)[N:10]=[CH:9][NH:8][C:7]2=[O:31]. The yield is 0.830.